Dataset: Forward reaction prediction with 1.9M reactions from USPTO patents (1976-2016). Task: Predict the product of the given reaction. (1) Given the reactants [OH:1][C:2]1[C:6]([C:7]([O:9][CH2:10][CH3:11])=[O:8])=[CH:5][NH:4][N:3]=1.[CH2:12](Br)[C:13]1[CH:18]=[CH:17][CH:16]=[CH:15][CH:14]=1.C(=O)([O-])[O-].[K+].[K+].CN(C)C=O, predict the reaction product. The product is: [CH2:12]([N:4]1[CH:5]=[C:6]([C:7]([O:9][CH2:10][CH3:11])=[O:8])[C:2]([O:1][CH2:12][C:13]2[CH:18]=[CH:17][CH:16]=[CH:15][CH:14]=2)=[N:3]1)[C:13]1[CH:18]=[CH:17][CH:16]=[CH:15][CH:14]=1. (2) Given the reactants [CH3:1][O:2][C:3](=[O:22])[C:4]1[C:5](=[CH:10][C:11]([O:14][C:15]2[CH:20]=[CH:19][CH:18]=[CH:17][C:16]=2[NH2:21])=[CH:12][CH:13]=1)[C:6]([O:8][CH3:9])=[O:7].[F:23][C:24]([F:35])([F:34])[C:25]1[CH:26]=[C:27]([CH:31]=[CH:32][CH:33]=1)[C:28](Cl)=[O:29], predict the reaction product. The product is: [CH3:1][O:2][C:3](=[O:22])[C:4]1[C:5](=[CH:10][C:11]([O:14][C:15]2[CH:20]=[CH:19][CH:18]=[CH:17][C:16]=2[NH:21][C:28](=[O:29])[C:27]2[CH:31]=[CH:32][CH:33]=[C:25]([C:24]([F:23])([F:34])[F:35])[CH:26]=2)=[CH:12][CH:13]=1)[C:6]([O:8][CH3:9])=[O:7]. (3) Given the reactants C([Li])CCC.[Cl:6][C:7]1[C:8]([C:27]2[CH:28]=[C:29]([NH:33][C:34](=[O:37])[CH:35]=[CH2:36])[CH:30]=[CH:31][CH:32]=2)=[N:9][C:10]([NH:13][C:14]2[CH:19]=[CH:18][C:17]([N:20]3[CH2:25][CH2:24][O:23][CH2:22][CH2:21]3)=[C:16]([OH:26])[CH:15]=2)=[N:11][CH:12]=1.[P:38](Cl)(=[O:47])([O:43][CH:44]([CH3:46])[CH3:45])[O:39][CH:40]([CH3:42])[CH3:41], predict the reaction product. The product is: [P:38]([O:43][CH:44]([CH3:46])[CH3:45])([O:39][CH:40]([CH3:42])[CH3:41])([O:26][C:16]1[CH:15]=[C:14]([NH:13][C:10]2[N:9]=[C:8]([C:27]3[CH:32]=[CH:31][CH:30]=[C:29]([NH:33][C:34](=[O:37])[CH:35]=[CH2:36])[CH:28]=3)[C:7]([Cl:6])=[CH:12][N:11]=2)[CH:19]=[CH:18][C:17]=1[N:20]1[CH2:25][CH2:24][O:23][CH2:22][CH2:21]1)=[O:47]. (4) The product is: [CH:11]1([CH:17]([CH3:23])[C:18]([O:20][CH2:21][CH3:22])=[O:19])[CH2:16][CH2:15][CH2:14][CH2:13][CH2:12]1. Given the reactants [Li+].C[Si]([N-][Si](C)(C)C)(C)C.[CH:11]1([CH2:17][C:18]([O:20][CH2:21][CH3:22])=[O:19])[CH2:16][CH2:15][CH2:14][CH2:13][CH2:12]1.[CH3:23]I, predict the reaction product. (5) Given the reactants [CH3:1][C:2]1[CH:7]=[CH:6][C:5]([NH2:8])=[C:4]([NH2:9])[CH:3]=1.[CH:10]([CH:12]=O)=O, predict the reaction product. The product is: [CH3:1][C:2]1[CH:3]=[C:4]2[C:5](=[CH:6][CH:7]=1)[N:8]=[CH:12][CH:10]=[N:9]2. (6) Given the reactants C[O:2][C:3]([C:5]1[S:9][C:8]([N:10]2[C:14]3[CH:15]=[C:16]([O:21][CH3:22])[C:17]([O:19][CH3:20])=[CH:18][C:13]=3[N:12]=[CH:11]2)=[N:7][C:6]=1Br)=[O:4].[S:24]1[CH:28]=[CH:27][C:26](B(O)O)=[CH:25]1, predict the reaction product. The product is: [CH3:20][O:19][C:17]1[C:16]([O:21][CH3:22])=[CH:15][C:14]2[N:10]([C:8]3[S:9][C:5]([C:3]([OH:2])=[O:4])=[C:6]([C:26]4[CH:27]=[CH:28][S:24][CH:25]=4)[N:7]=3)[CH:11]=[N:12][C:13]=2[CH:18]=1.